This data is from Catalyst prediction with 721,799 reactions and 888 catalyst types from USPTO. The task is: Predict which catalyst facilitates the given reaction. (1) The catalyst class is: 5. Product: [NH2:32][C:31]1[N:27]([CH2:26][CH2:25][O:24][C:21]2[N:20]=[CH:19][C:18]([NH:17][C:15]([C:10]3[C:9]([C:6]4[CH:5]=[CH:4][C:3]([C:2]([F:1])([F:53])[F:52])=[CH:8][CH:7]=4)=[CH:14][CH:13]=[CH:12][CH:11]=3)=[O:16])=[CH:23][CH:22]=2)[N:28]=[CH:29][CH:30]=1. Reactant: [F:1][C:2]([F:53])([F:52])[C:3]1[CH:8]=[CH:7][C:6]([C:9]2[C:10]([C:15]([NH:17][C:18]3[CH:19]=[N:20][C:21]([O:24][CH2:25][CH2:26][N:27]4[C:31]([NH:32]C(C5C=CC=CC=5)(C5C=CC=CC=5)C5C=CC=CC=5)=[CH:30][CH:29]=[N:28]4)=[CH:22][CH:23]=3)=[O:16])=[CH:11][CH:12]=[CH:13][CH:14]=2)=[CH:5][CH:4]=1.Cl. (2) Reactant: [Cl:1][C:2]1[CH:3]=[CH:4][C:5]([N+:21]([O-])=O)=[C:6]([NH:8][C@@H:9]2[CH2:14][CH2:13][C@H:12]([C:15]([NH:17][CH:18]([CH3:20])[CH3:19])=[O:16])[CH2:11][CH2:10]2)[CH:7]=1.O.O.[Sn](Cl)Cl.[NH2:29][C:30]1C=CC(Cl)=CC=1N[C@@H]1CC[C@H](C(NC(C)C)=O)CC1.N#CBr. Product: [NH2:29][C:30]1[N:8]([C@@H:9]2[CH2:14][CH2:13][C@H:12]([C:15]([NH:17][CH:18]([CH3:20])[CH3:19])=[O:16])[CH2:11][CH2:10]2)[C:6]2[CH:7]=[C:2]([Cl:1])[CH:3]=[CH:4][C:5]=2[N:21]=1. The catalyst class is: 271. (3) Reactant: [H-].[Na+].[F:3][C:4]1[CH:9]=[CH:8][C:7](/[C:10](=[N:16]/[OH:17])/[C:11]([O:13]CC)=[O:12])=[CH:6][CH:5]=1.Cl[CH2:19][C:20]1[CH:39]=[CH:38][C:23]([O:24][CH2:25][C:26]2[N:27]=[C:28]([C:32]3[CH:37]=[CH:36][CH:35]=[CH:34][CH:33]=3)[O:29][C:30]=2[CH3:31])=[CH:22][CH:21]=1.Cl.C(=O)(O)[O-].[Na+]. Product: [F:3][C:4]1[CH:5]=[CH:6][C:7](/[C:10](=[N:16]/[O:17][CH2:19][C:20]2[CH:21]=[CH:22][C:23]([O:24][CH2:25][C:26]3[N:27]=[C:28]([C:32]4[CH:37]=[CH:36][CH:35]=[CH:34][CH:33]=4)[O:29][C:30]=3[CH3:31])=[CH:38][CH:39]=2)/[C:11]([OH:13])=[O:12])=[CH:8][CH:9]=1. The catalyst class is: 9.